This data is from Catalyst prediction with 721,799 reactions and 888 catalyst types from USPTO. The task is: Predict which catalyst facilitates the given reaction. (1) Reactant: [NH2:1][C@@H:2]([CH2:33][C:34]1[CH:39]=[CH:38][CH:37]=[CH:36][CH:35]=1)[C@@H:3]([OH:32])[CH2:4][C@@H:5]([NH:19][C:20]([C@@H:22]([NH:27][C:28](=[O:31])[O:29][CH3:30])[C:23]([CH3:26])([CH3:25])[CH3:24])=[O:21])[CH2:6][C:7]1[CH:12]=[CH:11][C:10]([C:13]2[CH:18]=[CH:17][CH:16]=[CH:15][N:14]=2)=[CH:9][CH:8]=1.[CH3:40][O:41][C:42]([NH:44][C@@H:45]([C:49]([CH3:53])([S:51][CH3:52])[CH3:50])[C:46](O)=[O:47])=[O:43].CCOP(ON1N=NC2C=CC=CC=2C1=O)(OCC)=O.C(N(CC)C(C)C)(C)C. Product: [CH2:33]([C@@H:2]([C@@H:3]([OH:32])[CH2:4][C@H:5]([CH2:6][C:7]1[CH:12]=[CH:11][C:10]([C:13]2[CH:18]=[CH:17][CH:16]=[CH:15][N:14]=2)=[CH:9][CH:8]=1)[NH:19][C:20](=[O:21])[C@H:22]([C:23]([CH3:26])([CH3:25])[CH3:24])[NH:27][C:28](=[O:31])[O:29][CH3:30])[NH:1][C:46](=[O:47])[C@@H:45]([NH:44][C:42](=[O:43])[O:41][CH3:40])[C:49]([CH3:53])([S:51][CH3:52])[CH3:50])[C:34]1[CH:35]=[CH:36][CH:37]=[CH:38][CH:39]=1. The catalyst class is: 1. (2) Reactant: [OH:1][C:2]1[CH:11]=[CH:10][C:9]([C:12](=[O:14])[CH3:13])=[CH:8][C:3]=1[C:4]([O:6][CH3:7])=[O:5].[C:15](=O)([O-])[O-].[Cs+].[Cs+].CI. Product: [CH3:15][O:1][C:2]1[CH:11]=[CH:10][C:9]([C:12](=[O:14])[CH3:13])=[CH:8][C:3]=1[C:4]([O:6][CH3:7])=[O:5]. The catalyst class is: 3. (3) Reactant: Cl[C:2]1[O:3][C:4]2[CH:10]=[CH:9][CH:8]=[CH:7][C:5]=2[N:6]=1.[N:11]1([C:17]([O:19][CH2:20][C:21]2[CH:26]=[CH:25][CH:24]=[CH:23][CH:22]=2)=[O:18])[CH2:16][CH2:15][NH:14][CH2:13][CH2:12]1.C([O-])([O-])=O.[K+].[K+]. Product: [CH2:20]([O:19][C:17]([N:11]1[CH2:16][CH2:15][N:14]([C:2]2[O:3][C:4]3[CH:10]=[CH:9][CH:8]=[CH:7][C:5]=3[N:6]=2)[CH2:13][CH2:12]1)=[O:18])[C:21]1[CH:26]=[CH:25][CH:24]=[CH:23][CH:22]=1. The catalyst class is: 18. (4) Reactant: CO[C:3]1[C:8]([C:9]([C:11](=[C:17]([S:20][CH3:21])SC)[C:12]([O:14][CH2:15][CH3:16])=[O:13])=[O:10])=[CH:7][N:6]=[C:5]([S:22][CH3:23])[N:4]=1.[NH2:24][C:25]1C=[CH:29][CH:28]=[CH:27][C:26]=1S.C([O-])([O-])=O.[K+].[K+].CCOC(C)=O. Product: [CH2:15]([O:14][C:12]([C:11]1[C:9](=[O:10])[C:8]2[CH:7]=[N:6][C:5]([S:22][CH3:23])=[N:4][C:3]=2[N:24]2[C:17]=1[S:20][C:21]1[CH:29]=[CH:28][CH:27]=[CH:26][C:25]2=1)=[O:13])[CH3:16]. The catalyst class is: 93. (5) Reactant: [O:1]1[CH:5]=[CH:4][CH:3]=[C:2]1[CH2:6][NH:7][C:8]1[N:13]=[C:12]([NH:14][C:15]2[CH:20]=[CH:19][CH:18]=[C:17]([C:21]([F:24])([F:23])[F:22])[CH:16]=2)[N:11]=[C:10]([O:25][CH:26]([CH3:28])C)[N:9]=1.O1C=CC=[C:30]1CNC1N=C(NC2C=CC=C(C(F)(F)F)C=2)N=C(OCC(F)(F)F)N=1.Cl. Product: [O:1]1[CH:5]=[CH:4][CH:3]=[C:2]1[CH2:6][NH:7][C:8]1[N:13]=[C:12]([NH:14][C:15]2[CH:20]=[CH:19][CH:18]=[C:17]([C:21]([F:24])([F:22])[F:23])[CH:16]=2)[N:11]=[C:10]([O:25][CH2:26][CH2:28][CH3:30])[N:9]=1. The catalyst class is: 8.